This data is from Catalyst prediction with 721,799 reactions and 888 catalyst types from USPTO. The task is: Predict which catalyst facilitates the given reaction. Reactant: FC(F)(F)S(O[C:7]1[CH2:8][CH2:9][N:10]([C:13]([O:15][C:16]([CH3:19])([CH3:18])[CH3:17])=[O:14])[CH2:11][CH:12]=1)(=O)=O.[B:22]1([B:22]2[O:26][C:25]([CH3:28])([CH3:27])[C:24]([CH3:30])([CH3:29])[O:23]2)[O:26][C:25]([CH3:28])([CH3:27])[C:24]([CH3:30])([CH3:29])[O:23]1.C([O-])(=O)C.[K+]. Product: [CH3:29][C:24]1([CH3:30])[C:25]([CH3:28])([CH3:27])[O:26][B:22]([C:7]2[CH2:8][CH2:9][N:10]([C:13]([O:15][C:16]([CH3:19])([CH3:18])[CH3:17])=[O:14])[CH2:11][CH:12]=2)[O:23]1. The catalyst class is: 12.